This data is from Full USPTO retrosynthesis dataset with 1.9M reactions from patents (1976-2016). The task is: Predict the reactants needed to synthesize the given product. (1) Given the product [C:1]([O:5][C:6]([N:8]1[CH2:9][CH2:10][CH:11]([N:27]2[CH2:28][CH2:29][CH2:30][C@@H:26]2[CH3:25])[CH2:12][CH2:13]1)=[O:7])([CH3:2])([CH3:3])[CH3:4], predict the reactants needed to synthesize it. The reactants are: [C:1]([O:5][C:6]([N:8]1[CH2:13][CH2:12][CH:11](OS(C2C=CC(C)=CC=2)(=O)=O)[CH2:10][CH2:9]1)=[O:7])([CH3:4])([CH3:3])[CH3:2].[CH3:25][C@H:26]1[CH2:30][CH2:29][CH2:28][NH:27]1.C([O-])([O-])=O.[K+].[K+].O. (2) Given the product [O:26]1[C:6]2[CH:7]=[CH:8][C:9]([C:2]3[C:10]4[C:5](=[CH:6][CH:7]=[C:8]([NH:11][C:12](=[O:24])[CH:13]([N:19]5[CH2:23][CH2:22][CH2:21][CH2:20]5)[C:14]5[CH:18]=[CH:17][S:16][CH:15]=5)[CH:9]=4)[NH:4][N:3]=3)=[CH:10][C:5]=2[O:28][CH2:25]1, predict the reactants needed to synthesize it. The reactants are: I[C:2]1[C:10]2[C:5](=[CH:6][CH:7]=[C:8]([NH:11][C:12](=[O:24])[CH:13]([N:19]3[CH2:23][CH2:22][CH2:21][CH2:20]3)[C:14]3[CH:18]=[CH:17][S:16][CH:15]=3)[CH:9]=2)[NH:4][N:3]=1.[C:25]([O-:28])([O-])=[O:26].[Na+].[Na+]. (3) Given the product [CH2:17]([O:11][C:10]([C:2]1([C:13]([OH:15])=[O:14])[CH2:3][C:4]2[C:9](=[CH:8][CH:7]=[CH:6][CH:5]=2)[CH2:1]1)=[O:12])[CH3:18], predict the reactants needed to synthesize it. The reactants are: [CH2:1]1[C:9]2[C:4](=[CH:5][CH:6]=[CH:7][CH:8]=2)[CH2:3][C:2]1([C:13]([OH:15])=[O:14])[C:10]([OH:12])=[O:11].F[C:17](F)(F)[C:18](O)=O. (4) Given the product [CH2:7]([O:9][C:10]1[CH:15]=[CH:14][C:13]([C:2]2[Te:3][CH:4]=[CH:5][CH:6]=2)=[C:12]([F:19])[C:11]=1[F:20])[CH3:8], predict the reactants needed to synthesize it. The reactants are: Br[C:2]1[Te:3][CH:4]=[CH:5][CH:6]=1.[CH2:7]([O:9][C:10]1[CH:15]=[CH:14][C:13](B(O)O)=[C:12]([F:19])[C:11]=1[F:20])[CH3:8].C(=O)([O-])[O-].[Na+].[Na+]. (5) Given the product [C:1]([O:5][C:6](=[O:24])[N:7]([C@:9]([C:16]1[CH:21]=[CH:20][C:19]([Cl:22])=[C:18]([Cl:23])[CH:17]=1)([CH2:13][CH:14]=[CH2:15])[CH2:10][NH:11][CH3:12])[CH3:8])([CH3:2])([CH3:3])[CH3:4], predict the reactants needed to synthesize it. The reactants are: [C:1]([O:5][C:6](=[O:24])[N:7]([C@:9]([C:16]1[CH:21]=[CH:20][C:19]([Cl:22])=[C:18]([Cl:23])[CH:17]=1)([CH2:13][CH:14]=[CH2:15])[CH:10]=[N:11][CH3:12])[CH3:8])([CH3:4])([CH3:3])[CH3:2].B.[Na].CC(C)=O.O. (6) Given the product [C:24]([O:17][C:11]1[C:10]([CH3:18])=[C:9]2[C:14]([C:15](=[O:16])[C:6]([C:5]3[CH:19]=[CH:20][C:21]([O:22][CH3:23])=[C:3]([O:2][CH3:1])[CH:4]=3)=[CH:7][O:8]2)=[CH:13][CH:12]=1)(=[O:26])[CH3:25], predict the reactants needed to synthesize it. The reactants are: [CH3:1][O:2][C:3]1[CH:4]=[C:5]([CH:19]=[CH:20][C:21]=1[O:22][CH3:23])[C:6]1[C:15](=[O:16])[C:14]2[C:9](=[C:10]([CH3:18])[C:11]([OH:17])=[CH:12][CH:13]=2)[O:8][CH:7]=1.[C:24](O)(=[O:26])[CH3:25]. (7) The reactants are: [C:1]([O:5][C:6]([N:8]1[CH2:13][CH:12]=[C:11]([C:14]2[CH:19]=[CH:18][C:17]([CH:20]([C:22]([O:24][CH3:25])=[O:23])[CH3:21])=[CH:16][CH:15]=2)[CH2:10][CH2:9]1)=[O:7])([CH3:4])([CH3:3])[CH3:2]. Given the product [C:1]([O:5][C:6]([N:8]1[CH2:9][CH2:10][CH:11]([C:14]2[CH:15]=[CH:16][C:17]([CH:20]([C:22]([O:24][CH3:25])=[O:23])[CH3:21])=[CH:18][CH:19]=2)[CH2:12][CH2:13]1)=[O:7])([CH3:4])([CH3:2])[CH3:3], predict the reactants needed to synthesize it.